From a dataset of Reaction yield outcomes from USPTO patents with 853,638 reactions. Predict the reaction yield, written as a fraction of the theoretical maximum amount of product (1.0 means a 100% yield; for example, 0.34 means a 34% yield). (1) The reactants are Cl[C:2]1[CH:7]=[C:6]2[CH2:8][O:9][C:10]3[CH:37]=[C:36]4[C:13]([CH2:14][CH2:15][C:16]5[N:20]=[C:19]([C@@H:21]6[CH2:25][C@H:24]([CH2:26][O:27][CH3:28])[CH2:23][N:22]6[C:29]([O:31][C:32]([CH3:35])([CH3:34])[CH3:33])=[O:30])[NH:18][C:17]=54)=[CH:12][C:11]=3[C:5]2=[CH:4][CH:3]=1.[B:38]1([B:38]2[O:42][C:41]([CH3:44])([CH3:43])[C:40]([CH3:46])([CH3:45])[O:39]2)[O:42][C:41]([CH3:44])([CH3:43])[C:40]([CH3:46])([CH3:45])[O:39]1.C([O-])(=O)C.[K+].C1(P(C2CCCCC2)C2C=CC=CC=2C2C(CCC)=CC(CCC)=CC=2CCC)CCCCC1. The catalyst is O1CCOCC1.C(OCC)(=O)C. The product is [CH3:28][O:27][CH2:26][C@@H:24]1[CH2:23][N:22]([C:29]([O:31][C:32]([CH3:33])([CH3:35])[CH3:34])=[O:30])[C@H:21]([C:19]2[NH:18][C:17]3[C:36]4[C:13]([CH2:14][CH2:15][C:16]=3[N:20]=2)=[CH:12][C:11]2[C:5]3[C:6]([CH2:8][O:9][C:10]=2[CH:37]=4)=[CH:7][C:2]([B:38]2[O:42][C:41]([CH3:44])([CH3:43])[C:40]([CH3:46])([CH3:45])[O:39]2)=[CH:3][CH:4]=3)[CH2:25]1. The yield is 0.700. (2) The reactants are C(N(CC)CC)C.[C:8](Cl)(=[O:17])[CH2:9][CH2:10][C:11]1[CH:16]=[CH:15][CH:14]=[CH:13][CH:12]=1.[CH2:19]([O:26][C:27]1[C:28]([CH3:36])=[C:29]([CH3:35])[C:30]([NH2:34])=[N:31][C:32]=1[CH3:33])[C:20]1[CH:25]=[CH:24][CH:23]=[CH:22][CH:21]=1. The catalyst is C(Cl)Cl. The product is [CH2:19]([O:26][C:27]1[C:28]([CH3:36])=[C:29]([CH3:35])[C:30]([NH:34][C:8](=[O:17])[CH2:9][CH2:10][C:11]2[CH:16]=[CH:15][CH:14]=[CH:13][CH:12]=2)=[N:31][C:32]=1[CH3:33])[C:20]1[CH:21]=[CH:22][CH:23]=[CH:24][CH:25]=1. The yield is 0.990. (3) The reactants are [F:1][C:2]1[CH:7]=[C:6]([N+:8]([O-:10])=[O:9])[CH:5]=[CH:4][C:3]=1[OH:11].[CH2:12](Br)[C:13]1[CH:18]=[CH:17][CH:16]=[CH:15][CH:14]=1.C(=O)([O-])[O-].[K+].[K+]. The catalyst is CC(C)=O. The product is [F:1][C:2]1[CH:7]=[C:6]([N+:8]([O-:10])=[O:9])[CH:5]=[CH:4][C:3]=1[O:11][CH2:12][C:13]1[CH:18]=[CH:17][CH:16]=[CH:15][CH:14]=1. The yield is 0.970. (4) The reactants are S(Cl)(Cl)=O.[S:5]1[CH:9]=[CH:8][C:7]([C:10]([OH:12])=[O:11])=[CH:6]1.[CH2:13](O)[CH3:14]. The catalyst is CN(C)C1C=CN=CC=1. The product is [S:5]1[CH:9]=[CH:8][C:7]([C:10]([O:12][CH2:13][CH3:14])=[O:11])=[CH:6]1. The yield is 0.910. (5) The reactants are [OH-].[Li+].[CH3:3][O:4][CH2:5][C:6]1[N:10]([CH3:11])[C:9]([C:12](=[O:18])[C:13]([O:15]CC)=[O:14])=[C:8]([C:19]2[CH:24]=[CH:23][CH:22]=[CH:21][CH:20]=2)[CH:7]=1. The catalyst is CO. The product is [CH3:3][O:4][CH2:5][C:6]1[N:10]([CH3:11])[C:9]([C:12](=[O:18])[C:13]([OH:15])=[O:14])=[C:8]([C:19]2[CH:20]=[CH:21][CH:22]=[CH:23][CH:24]=2)[CH:7]=1. The yield is 0.640. (6) The reactants are [C:1]1([S:7]([N:10]2[C:18]3[C:13](=[CH:14][C:15]([CH2:19][CH2:20][NH2:21])=[CH:16][CH:17]=3)[C:12]3[CH:22]=[C:23]([Cl:26])[CH:24]=[N:25][C:11]2=3)(=[O:9])=[O:8])[CH:6]=[CH:5][CH:4]=[CH:3][CH:2]=1.CCN(CC)CC.[C:34](Cl)(=[O:41])[C:35]1[CH:40]=[CH:39][CH:38]=[CH:37][CH:36]=1. The catalyst is C(Cl)Cl. The product is [Cl:26][C:23]1[CH:24]=[N:25][C:11]2[N:10]([S:7]([C:1]3[CH:2]=[CH:3][CH:4]=[CH:5][CH:6]=3)(=[O:9])=[O:8])[C:18]3[C:13]([C:12]=2[CH:22]=1)=[CH:14][C:15]([CH2:19][CH2:20][NH:21][C:34](=[O:41])[C:35]1[CH:40]=[CH:39][CH:38]=[CH:37][CH:36]=1)=[CH:16][CH:17]=3. The yield is 0.480.